Dataset: Full USPTO retrosynthesis dataset with 1.9M reactions from patents (1976-2016). Task: Predict the reactants needed to synthesize the given product. Given the product [CH2:1]([O:3][C:4]1[CH:9]=[CH:8][N:7]=[C:6]([OH:13])[CH:5]=1)[CH3:2], predict the reactants needed to synthesize it. The reactants are: [CH2:1]([O:3][C:4]1[CH:9]=[CH:8][N+:7]([O-])=[CH:6][CH:5]=1)[CH3:2].CC(OC(C)=O)=[O:13].